From a dataset of Forward reaction prediction with 1.9M reactions from USPTO patents (1976-2016). Predict the product of the given reaction. (1) Given the reactants [N:1](OCCC(C)C)=O.[NH2:9][C:10]1[C:15]([F:16])=[CH:14][CH:13]=[CH:12][C:11]=1[C:17](=[O:38])[CH:18]=[P:19]([C:32]1[CH:37]=[CH:36][CH:35]=[CH:34][CH:33]=1)([C:26]1[CH:31]=[CH:30][CH:29]=[CH:28][CH:27]=1)[C:20]1[CH:25]=[CH:24][CH:23]=[CH:22][CH:21]=1, predict the reaction product. The product is: [F:16][C:15]1[CH:14]=[CH:13][CH:12]=[C:11]2[C:10]=1[N:9]=[N:1][C:18](=[P:19]([C:32]1[CH:33]=[CH:34][CH:35]=[CH:36][CH:37]=1)([C:20]1[CH:25]=[CH:24][CH:23]=[CH:22][CH:21]=1)[C:26]1[CH:27]=[CH:28][CH:29]=[CH:30][CH:31]=1)[C:17]2=[O:38]. (2) Given the reactants [O:1]1[C:6]2[CH:7]=[C:8]([O:11][C:12]3[CH:21]=[CH:20][N:19]=[C:18]4[C:13]=3[C:14]3[CH:26]=[CH:25][CH:24]=[CH:23][C:15]=3[C:16](=[O:22])[NH:17]4)[CH:9]=[CH:10][C:5]=2[NH:4][CH2:3][CH2:2]1.[N:27]([C:30]1[CH:35]=[CH:34][CH:33]=[CH:32][CH:31]=1)=[C:28]=[O:29], predict the reaction product. The product is: [C:30]1([NH:27][C:28]([N:4]2[C:5]3[CH:10]=[CH:9][C:8]([O:11][C:12]4[CH:21]=[CH:20][N:19]=[C:18]5[C:13]=4[C:14]4[CH:26]=[CH:25][CH:24]=[CH:23][C:15]=4[C:16](=[O:22])[NH:17]5)=[CH:7][C:6]=3[O:1][CH2:2][CH2:3]2)=[O:29])[CH:35]=[CH:34][CH:33]=[CH:32][CH:31]=1. (3) Given the reactants [CH2:1]([C:8]1[C:17]2[C:12](=[CH:13][CH:14]=[CH:15][CH:16]=2)[C:11]([N:18]2[CH2:23][CH2:22][NH:21][CH2:20][CH2:19]2)=[N:10][N:9]=1)[C:2]1[CH:7]=[CH:6][CH:5]=[CH:4][CH:3]=1.Cl[C:25]1[CH:30]=[CH:29][C:28]([N+:31]([O-:33])=[O:32])=[CH:27][N:26]=1.C(N(CC)CC)C.CN1C(=O)CCC1, predict the reaction product. The product is: [CH2:1]([C:8]1[C:17]2[C:12](=[CH:13][CH:14]=[CH:15][CH:16]=2)[C:11]([N:18]2[CH2:23][CH2:22][N:21]([C:25]3[CH:30]=[CH:29][C:28]([N+:31]([O-:33])=[O:32])=[CH:27][N:26]=3)[CH2:20][CH2:19]2)=[N:10][N:9]=1)[C:2]1[CH:3]=[CH:4][CH:5]=[CH:6][CH:7]=1.